From a dataset of Forward reaction prediction with 1.9M reactions from USPTO patents (1976-2016). Predict the product of the given reaction. (1) Given the reactants C1(P(C2C=CC=CC=2)C2C3OC4C(=CC=CC=4P(C4C=CC=CC=4)C4C=CC=CC=4)C(C)(C)C=3C=CC=2)C=CC=CC=1.CCN(C(C)C)C(C)C.[Cl:52][C:53]1[CH:60]=[C:59]([Cl:61])[CH:58]=[CH:57][C:54]=1[CH2:55][SH:56].[CH2:62]([O:64][C:65](=[O:84])[CH2:66][C:67]1[C:71]2[CH:72]=[CH:73][C:74](OS(C(F)(F)F)(=O)=O)=[CH:75][C:70]=2[S:69][CH:68]=1)[CH3:63], predict the reaction product. The product is: [CH2:62]([O:64][C:65](=[O:84])[CH2:66][C:67]1[C:71]2[CH:72]=[CH:73][C:74]([S:56][CH2:55][C:54]3[CH:57]=[CH:58][C:59]([Cl:61])=[CH:60][C:53]=3[Cl:52])=[CH:75][C:70]=2[S:69][CH:68]=1)[CH3:63]. (2) Given the reactants [C:1]([N:5]1[C:9](=[O:10])[C:8](Cl)=[C:7]([C:12]2[CH:17]=[CH:16][CH:15]=[CH:14][CH:13]=2)[S:6]1(=[O:19])=[O:18])([CH3:4])([CH3:3])[CH3:2].[N:20]1([C:27]2[CH:32]=[CH:31][C:30]([NH2:33])=[CH:29][CH:28]=2)[CH2:26][CH2:25][CH2:24][CH2:23][CH2:22][CH2:21]1, predict the reaction product. The product is: [N:20]1([C:27]2[CH:28]=[CH:29][C:30]([NH:33][C:8]3[C:9](=[O:10])[N:5]([C:1]([CH3:4])([CH3:3])[CH3:2])[S:6](=[O:19])(=[O:18])[C:7]=3[C:12]3[CH:17]=[CH:16][CH:15]=[CH:14][CH:13]=3)=[CH:31][CH:32]=2)[CH2:26][CH2:25][CH2:24][CH2:23][CH2:22][CH2:21]1. (3) Given the reactants [N+:1]([C:4]1[CH:10]=[CH:9][C:7]([NH2:8])=[CH:6][CH:5]=1)([O-:3])=[O:2].[C:11]([C:15]1[CH:16]=[C:17]([CH:21]=[C:22]([C:25]([CH3:28])([CH3:27])[CH3:26])[C:23]=1[OH:24])[C:18](O)=[O:19])([CH3:14])([CH3:13])[CH3:12].C1(N=C=NC2CCCCC2)CCCCC1, predict the reaction product. The product is: [CH3:28][C:25]([C:22]1[CH:21]=[C:17]([CH:16]=[C:15]([C:11]([CH3:14])([CH3:13])[CH3:12])[C:23]=1[OH:24])[C:18]([NH:8][C:7]1[CH:9]=[CH:10][C:4]([N+:1]([O-:3])=[O:2])=[CH:5][CH:6]=1)=[O:19])([CH3:26])[CH3:27]. (4) The product is: [Cl:1][C:2]1[CH:7]=[C:6]([C:8]([F:9])([F:10])[F:11])[CH:5]=[CH:4][C:3]=1[C:12]#[C:13][C:14]([NH:17][C:18]1[CH:35]=[CH:34][C:21]([O:22][CH2:23][CH2:24][N:25]2[CH2:30][CH2:29][CH:28]([C:31]([NH2:33])=[O:32])[CH2:27][CH2:26]2)=[C:20]([O:36][CH3:37])[CH:19]=1)=[O:16]. Given the reactants [Cl:1][C:2]1[CH:7]=[C:6]([C:8]([F:11])([F:10])[F:9])[CH:5]=[CH:4][C:3]=1[C:12]#[C:13][C:14]([OH:16])=O.[NH2:17][C:18]1[CH:35]=[CH:34][C:21]([O:22][CH2:23][CH2:24][N:25]2[CH2:30][CH2:29][CH:28]([C:31]([NH2:33])=[O:32])[CH2:27][CH2:26]2)=[C:20]([O:36][CH3:37])[CH:19]=1.ClCCl.CO.N, predict the reaction product.